Dataset: NCI-60 drug combinations with 297,098 pairs across 59 cell lines. Task: Regression. Given two drug SMILES strings and cell line genomic features, predict the synergy score measuring deviation from expected non-interaction effect. Drug 1: C1=NC(=NC(=O)N1C2C(C(C(O2)CO)O)O)N. Drug 2: COCCOC1=C(C=C2C(=C1)C(=NC=N2)NC3=CC=CC(=C3)C#C)OCCOC.Cl. Cell line: NCI-H460. Synergy scores: CSS=72.1, Synergy_ZIP=4.78, Synergy_Bliss=5.93, Synergy_Loewe=-11.9, Synergy_HSA=5.21.